This data is from Forward reaction prediction with 1.9M reactions from USPTO patents (1976-2016). The task is: Predict the product of the given reaction. (1) Given the reactants [CH3:1][O:2][C:3]1[CH:4]=[C:5]([C:11]2[CH:16]=[CH:15][C:14]([C:17]3[C:21]4[CH2:22][C:23]5[S:24][CH:25]=[CH:26][C:27]=5[C:20]=4[N:19](COCC[Si](C)(C)C)[N:18]=3)=[CH:13][CH:12]=2)[CH:6]=[CH:7][C:8]=1[O:9][CH3:10].Cl, predict the reaction product. The product is: [CH3:1][O:2][C:3]1[CH:4]=[C:5]([C:11]2[CH:12]=[CH:13][C:14]([C:17]3[C:21]4[CH2:22][C:23]5[S:24][CH:25]=[CH:26][C:27]=5[C:20]=4[NH:19][N:18]=3)=[CH:15][CH:16]=2)[CH:6]=[CH:7][C:8]=1[O:9][CH3:10]. (2) Given the reactants [CH:1]1([C@@:6]([OH:16])([C:10]2[CH:15]=[CH:14][CH:13]=[CH:12][CH:11]=2)[C:7]([OH:9])=O)[CH2:5][CH2:4][CH2:3][CH2:2]1.C(OC([N:24]1[CH2:29][CH2:28][CH:27]([NH2:30])[CH2:26][CH2:25]1)=O)(C)(C)C.CCN(C(C)C)C(C)C.C1C=CC2N(O)N=NC=2C=1.CCN=C=NCCCN(C)C, predict the reaction product. The product is: [NH2:30][CH:27]1[CH2:28][CH2:29][N:24]([C:7](=[O:9])[C:6]([CH:1]2[CH2:2][CH2:3][CH2:4][CH2:5]2)([OH:16])[C:10]2[CH:15]=[CH:14][CH:13]=[CH:12][CH:11]=2)[CH2:25][CH2:26]1.